Dataset: Forward reaction prediction with 1.9M reactions from USPTO patents (1976-2016). Task: Predict the product of the given reaction. (1) Given the reactants [C:1]1([C:24]2[CH:29]=[CH:28][CH:27]=[CH:26][CH:25]=2)[CH:6]=[CH:5][C:4]([CH2:7][N:8]2[C:17]3[C:12](=[CH:13][CH:14]=[CH:15][CH:16]=3)[C:11](=S)[C:10]([C:19](OCC)=[O:20])=[CH:9]2)=[CH:3][CH:2]=1.[NH2:30][NH2:31], predict the reaction product. The product is: [C:1]1([C:24]2[CH:29]=[CH:28][CH:27]=[CH:26][CH:25]=2)[CH:6]=[CH:5][C:4]([CH2:7][N:8]2[C:17]3[CH:16]=[CH:15][CH:14]=[CH:13][C:12]=3[C:11]3=[N:30][NH:31][C:19](=[O:20])[C:10]3=[CH:9]2)=[CH:3][CH:2]=1. (2) The product is: [C:1]([O:5][C:6]([N:7]1[C:8]2[CH:13]=[CH:12][N:11]=[CH:10][C:9]=2[C:16]([CH3:17])=[CH:15]1)=[O:18])([CH3:4])([CH3:3])[CH3:2].[C:1]([O:5][C:6]([N:7]1[C:8]2[CH:13]=[CH:12][N:11]=[CH:10][C:9]=2[C:16](=[CH2:17])[CH2:15]1)=[O:18])([CH3:4])([CH3:3])[CH3:2]. Given the reactants [C:1]([O:5][C:6](=[O:18])[N:7]([CH2:15][CH:16]=[CH2:17])[C:8]1[CH:13]=[CH:12][N:11]=[CH:10][C:9]=1Cl)([CH3:4])([CH3:3])[CH3:2].C(=O)([O-])[O-].[K+].[K+], predict the reaction product.